This data is from Full USPTO retrosynthesis dataset with 1.9M reactions from patents (1976-2016). The task is: Predict the reactants needed to synthesize the given product. (1) Given the product [I-:17].[C:9]([NH:8][C:7]1[CH:6]=[CH:5][N+:4]([CH2:18][CH3:19])=[CH:3][C:2]=1[F:1])(=[O:16])[C:10]1[CH:15]=[CH:14][CH:13]=[CH:12][CH:11]=1, predict the reactants needed to synthesize it. The reactants are: [F:1][C:2]1[CH:3]=[N:4][CH:5]=[CH:6][C:7]=1[NH:8][C:9](=[O:16])[C:10]1[CH:15]=[CH:14][CH:13]=[CH:12][CH:11]=1.[I:17][CH2:18][CH3:19].C(OCC)(=O)C. (2) Given the product [Cl:34][C:32]1[N:33]=[C:29]([C:19](=[O:20])[CH2:18][CH2:17][N:9]2[C:10]([C:11]3[CH:12]=[CH:13][CH:14]=[CH:15][CH:16]=3)=[C:6]3[C:7]([N:2]([CH3:1])[C:3](=[O:27])[N:4]([CH3:26])[C:5]3=[O:25])=[CH:8]2)[S:30][CH:31]=1, predict the reactants needed to synthesize it. The reactants are: [CH3:1][N:2]1[C:7]2=[CH:8][N:9]([CH2:17][CH2:18][C:19](N(OC)C)=[O:20])[C:10]([C:11]3[CH:16]=[CH:15][CH:14]=[CH:13][CH:12]=3)=[C:6]2[C:5](=[O:25])[N:4]([CH3:26])[C:3]1=[O:27].Br[C:29]1[S:30][CH:31]=[C:32]([Cl:34])[N:33]=1. (3) Given the product [CH2:24]([O:23][C:19]1[CH:20]=[CH:21][C:22]([C:36]2([OH:47])[C:35]3[CH:34]=[C:33]([Br:32])[CH:45]=[CH:44][C:43]=3[C:42]3[C:37]2=[CH:38][C:39]([Br:46])=[CH:40][CH:41]=3)=[C:17]([C:3]2[CH:4]=[CH:5][C:6]([O:48][CH2:6][CH2:7][CH2:2][CH2:3][CH2:17][CH2:18][CH2:19][CH3:20])=[CH:7][CH:2]=2)[CH:18]=1)[CH2:25][CH2:26][CH2:27][CH2:28][CH2:29][CH2:30][CH3:31], predict the reactants needed to synthesize it. The reactants are: Br[C:2]1[CH:7]=[CH:6][C:5](OCCCCCCCC)=[CH:4][C:3]=1[C:17]1[CH:22]=[CH:21][CH:20]=[C:19]([O:23][CH2:24][CH2:25][CH2:26][CH2:27][CH2:28][CH2:29][CH2:30][CH3:31])[CH:18]=1.[Br:32][C:33]1[CH:45]=[CH:44][C:43]2[C:42]3[C:37](=[CH:38][C:39]([Br:46])=[CH:40][CH:41]=3)[C:36](=[O:47])[C:35]=2[CH:34]=1.[OH2:48]. (4) The reactants are: [N-:1]=[N+:2]=[N-:3].[Na+].[Cl:5][C:6]1[CH:7]=[CH:8][C:9]([NH:30][C:31]2[C:39]3[C:34](=[CH:35][N:36]=[CH:37][CH:38]=3)[O:33][C:32]=2[C:40]2[N:45]=[CH:44][CH:43]=[CH:42][N:41]=2)=[C:10]2[C:14]=1[N:13]([C:15]([O:17][C:18]([CH3:21])([CH3:20])[CH3:19])=[O:16])[N:12]=[C:11]2[CH2:22][CH2:23][CH2:24]OS(C)(=O)=O. Given the product [N:1]([CH2:24][CH2:23][CH2:22][C:11]1[C:10]2[C:14](=[C:6]([Cl:5])[CH:7]=[CH:8][C:9]=2[NH:30][C:31]2[C:39]3[C:34](=[CH:35][N:36]=[CH:37][CH:38]=3)[O:33][C:32]=2[C:40]2[N:45]=[CH:44][CH:43]=[CH:42][N:41]=2)[N:13]([C:15]([O:17][C:18]([CH3:19])([CH3:21])[CH3:20])=[O:16])[N:12]=1)=[N+:2]=[N-:3], predict the reactants needed to synthesize it. (5) Given the product [N:1]1([CH2:6][C:7]2[CH:23]=[CH:22][C:10]([CH2:11][N:12]3[CH:20]=[C:19]4[C:14]([N:15]=[CH:16][N:17]=[C:18]4[NH:35][CH2:34][C:28]4[CH:29]=[CH:30][C:31]([O:32][CH3:33])=[C:26]([O:25][CH3:24])[CH:27]=4)=[N:13]3)=[CH:9][CH:8]=2)[CH:5]=[CH:4][CH:3]=[N:2]1, predict the reactants needed to synthesize it. The reactants are: [N:1]1([CH2:6][C:7]2[CH:23]=[CH:22][C:10]([CH2:11][N:12]3[CH:20]=[C:19]4[C:14]([N:15]=[CH:16][N:17]=[C:18]4Cl)=[N:13]3)=[CH:9][CH:8]=2)[CH:5]=[CH:4][CH:3]=[N:2]1.[CH3:24][O:25][C:26]1[CH:27]=[C:28]([CH2:34][NH2:35])[CH:29]=[CH:30][C:31]=1[O:32][CH3:33]. (6) Given the product [C:23]([O:27][C:28](=[O:42])[CH2:29][CH:30]([NH:34][C:35]([O:37][C:38]([CH3:41])([CH3:40])[CH3:39])=[O:36])[C:31]([N:18]1[CH2:17][CH2:16][C:15]2[C:20](=[CH:21][CH:22]=[C:13]([O:12][CH:9]3[CH2:10][CH2:11][CH:6]([C:2]([CH3:5])([CH3:3])[CH3:4])[CH2:7][CH2:8]3)[CH:14]=2)[CH2:19]1)=[O:32])([CH3:26])([CH3:25])[CH3:24], predict the reactants needed to synthesize it. The reactants are: Cl.[C:2]([CH:6]1[CH2:11][CH2:10][CH:9]([O:12][C:13]2[CH:14]=[C:15]3[C:20](=[CH:21][CH:22]=2)[CH2:19][NH:18][CH2:17][CH2:16]3)[CH2:8][CH2:7]1)([CH3:5])([CH3:4])[CH3:3].[C:23]([O:27][C:28](=[O:42])[CH2:29][CH:30]([NH:34][C:35]([O:37][C:38]([CH3:41])([CH3:40])[CH3:39])=[O:36])[C:31](O)=[O:32])([CH3:26])([CH3:25])[CH3:24].Cl.CN(C)CCCN=C=NCC.C1C=C2N=NN(O)C2=CC=1.O. (7) Given the product [CH:10]1[C:11]2[C:16](=[CH:15][CH:14]=[CH:13][CH:12]=2)[CH:17]=[CH:8][N:9]=1.[NH:9]1[C:8]2[C:13](=[CH:14][CH:15]=[CH:16][CH:17]=2)[CH:12]=[CH:11][C:10]1=[O:22], predict the reactants needed to synthesize it. The reactants are: OC1C=CC([C:8]2[NH:9][C:10](=[O:22])[C:11]3[C:16]([CH:17]=2)=[CH:15][C:14](OC)=[CH:13][C:12]=3OC)=CC=1.C([Li])CCC. (8) Given the product [NH2:19][C:3]1[CH:4]=[C:5]([CH:17]=[CH:18][C:2]=1[NH2:1])[C:6]([NH:8][C:9]1[CH:14]=[CH:13][C:12]([CH3:15])=[C:11]([CH3:16])[N:10]=1)=[O:7], predict the reactants needed to synthesize it. The reactants are: [NH2:1][C:2]1[CH:18]=[CH:17][C:5]([C:6]([NH:8][C:9]2[CH:14]=[CH:13][C:12]([CH3:15])=[C:11]([CH3:16])[N:10]=2)=[O:7])=[CH:4][C:3]=1[N+:19]([O-])=O.[H][H].